Dataset: Full USPTO retrosynthesis dataset with 1.9M reactions from patents (1976-2016). Task: Predict the reactants needed to synthesize the given product. (1) Given the product [Cl:16][C:17]1[CH:25]=[C:24]([C:20]([CH:21]=[O:23])=[CH:19][N:18]=1)[C:35]([O:34][CH2:33][CH3:32])=[O:30], predict the reactants needed to synthesize it. The reactants are: C([Li])CCC.CC1CCCN(C)C1(C)C.[Cl:16][C:17]1[CH:25]=[CH:24][C:20]([C:21]([OH:23])=O)=[CH:19][N:18]=1.CN(C=[O:30])C.C1[CH2:35][O:34][CH2:33][CH2:32]1. (2) Given the product [NH2:2][C:1]1[N:18]([CH2:14][CH:15]([CH3:17])[CH3:16])[C:19](=[S:20])[N:21]([CH3:22])[C:11](=[O:13])[CH:12]=1, predict the reactants needed to synthesize it. The reactants are: [C:1](CC(O)=O)#[N:2].C(O[C:11](=[O:13])[CH3:12])(=O)C.[CH2:14]([NH:18][C:19]([NH:21][CH3:22])=[S:20])[CH:15]([CH3:17])[CH3:16].[OH-].[Na+]. (3) The reactants are: [C:1]([O:13][CH3:14])(=[O:12])[C:2]1[CH:11]=[CH:10][CH:9]=[C:4]([C:5]([O:7][CH3:8])=[O:6])[CH:3]=1.BrBr.[Br:17](F)(F)F. Given the product [Br:17][C:10]1[CH:9]=[C:4]([C:5]([O:7][CH3:8])=[O:6])[CH:3]=[C:2]([CH:11]=1)[C:1]([O:13][CH3:14])=[O:12], predict the reactants needed to synthesize it. (4) Given the product [C:24]([C:23]1[CH:10]=[C:9]2[C:8](=[CH:16][CH:17]=1)[C:7]([C:12]([O:14][CH3:15])=[O:13])=[CH:6][CH:5]=[CH:4]2)#[C:25][CH2:26][CH2:27][CH2:28][CH2:29][CH2:30][CH3:32], predict the reactants needed to synthesize it. The reactants are: BrC1C=[C:4]2[C:9](=[CH:10]C=1)[CH:8]=[C:7]([C:12]([O:14][CH3:15])=[O:13])[CH:6]=[CH:5]2.[CH3:16][CH2:17]N(CC)CC.[CH:23]#[C:24][CH2:25][CH2:26][CH2:27][CH2:28][CH2:29][CH3:30].Cl.[CH2:32](Cl)Cl. (5) Given the product [Cl:26][C:22]1[CH:21]=[C:20]([CH:25]=[CH:24][CH:23]=1)[C:19]([NH:18][C:17]1[C:12]([N:9]2[CH2:8][CH2:7][CH:6]([CH2:5][C:4]([OH:30])=[O:3])[CH2:11][CH2:10]2)=[N:13][CH:14]=[C:15]([C:28]#[N:29])[CH:16]=1)=[O:27], predict the reactants needed to synthesize it. The reactants are: C([O:3][C:4](=[O:30])[CH2:5][CH:6]1[CH2:11][CH2:10][N:9]([C:12]2[C:17]([NH:18][C:19](=[O:27])[C:20]3[CH:25]=[CH:24][CH:23]=[C:22]([Cl:26])[CH:21]=3)=[CH:16][C:15]([C:28]#[N:29])=[CH:14][N:13]=2)[CH2:8][CH2:7]1)C.O.[OH-].[Li+].